Dataset: Forward reaction prediction with 1.9M reactions from USPTO patents (1976-2016). Task: Predict the product of the given reaction. (1) Given the reactants [Cl:1][CH2:2][CH:3]1[C:11]2[C:10]3[CH:12]=[CH:13][C:14]([S:16]([NH:19][NH:20][C:21]([O:23][C:24]([CH3:27])([CH3:26])[CH3:25])=[O:22])(=[O:18])=[O:17])=[CH:15][C:9]=3[C:8]([N+:28]([O-:30])=[O:29])=[CH:7][C:6]=2[NH:5][CH2:4]1.Cl.[CH3:32][N:33]([CH3:49])[CH2:34][CH2:35][O:36][C:37]1[CH:38]=[C:39]2[C:43](=[CH:44][CH:45]=1)[NH:42][C:41]([C:46](O)=[O:47])=[CH:40]2.CCN=C=NCCCN(C)C.CC1C=CC(S(O)(=O)=O)=CC=1, predict the reaction product. The product is: [Cl:1][CH2:2][CH:3]1[C:11]2[C:10]3[CH:12]=[CH:13][C:14]([S:16]([NH:19][NH:20][C:21]([O:23][C:24]([CH3:26])([CH3:27])[CH3:25])=[O:22])(=[O:17])=[O:18])=[CH:15][C:9]=3[C:8]([N+:28]([O-:30])=[O:29])=[CH:7][C:6]=2[N:5]([C:46]([C:41]2[NH:42][C:43]3[C:39]([CH:40]=2)=[CH:38][C:37]([O:36][CH2:35][CH2:34][N:33]([CH3:49])[CH3:32])=[CH:45][CH:44]=3)=[O:47])[CH2:4]1. (2) The product is: [F:1][C:2]1[CH:7]=[CH:6][CH:5]=[C:4]([F:8])[C:3]=1[C:9]1[C:10]2[O:15][CH:27]([CH2:26][OH:29])[CH2:28][C:11]=2[CH:12]=[CH:13][CH:14]=1. Given the reactants [F:1][C:2]1[CH:7]=[CH:6][CH:5]=[C:4]([F:8])[C:3]=1[C:9]1[C:10]([OH:15])=[CH:11][CH:12]=[CH:13][CH:14]=1.C(=O)([O-])[O-].[K+].[K+].C(Br)C=C.[CH2:26]([O:29]CC=C)[CH:27]=[CH2:28].C(C1C(C(F)(F)F)=CC=C(Cl)C=1O)C=C.C(C1C=CC=C(C2C(F)=CC=CC=2F)C=1O)C=C.ClC1C=C(C=CC=1)C(OO)=O.ClC1C2OC(CO)CC=2C(C(F)(F)F)=CC=1, predict the reaction product. (3) Given the reactants [O:1]=[C:2]1[CH2:10][C:9]2[C:4](=[CH:5][C:6]([C:11]([C:13]3[CH:14]=[C:15]([NH:19][C:20]([C:22]4[C:23]([CH3:29])=[N:24][N:25]([CH3:28])[C:26]=4[Cl:27])=[O:21])[CH:16]=[CH:17][CH:18]=3)=[O:12])=[CH:7][CH:8]=2)[NH:3]1.[CH:30](OCC)=[O:31].[O-]CC.[Na+].Cl, predict the reaction product. The product is: [OH:31][CH:30]=[C:10]1[C:9]2[C:4](=[CH:5][C:6]([C:11]([C:13]3[CH:14]=[C:15]([NH:19][C:20]([C:22]4[C:23]([CH3:29])=[N:24][N:25]([CH3:28])[C:26]=4[Cl:27])=[O:21])[CH:16]=[CH:17][CH:18]=3)=[O:12])=[CH:7][CH:8]=2)[NH:3][C:2]1=[O:1]. (4) Given the reactants FC(F)(F)C(O)=O.[CH2:8]([O:10][CH2:11][C:12]1[N:13]([CH2:26][CH2:27][NH2:28])[C:14]2[C:19]([CH3:20])=[C:18]([CH3:21])[N:17]3N=N[N:24]=[C:16]3[C:15]=2[N:25]=1)[CH3:9].FC(F)(F)C(O)=O.C(=O)([O-])[O-].[Na+].[Na+], predict the reaction product. The product is: [NH2:28][CH2:27][CH2:26][N:13]1[C:14]2[C:19]([CH3:20])=[C:18]([CH3:21])[N:17]=[C:16]([NH2:24])[C:15]=2[N:25]=[C:12]1[CH2:11][O:10][CH2:8][CH3:9]. (5) Given the reactants [CH3:1][C:2]1[O:8][CH:7]=[C:6]([OH:9])[C:4](=[O:5])[CH:3]=1.CN(C)C.[C:14](Cl)(=[O:22])[CH2:15][CH2:16][CH2:17][CH2:18][CH2:19][CH2:20][CH3:21], predict the reaction product. The product is: [C:14]([O:9][C:6]1[C:4](=[O:5])[CH:3]=[C:2]([CH3:1])[O:8][CH:7]=1)(=[O:22])[CH2:15][CH2:16][CH2:17][CH2:18][CH2:19][CH2:20][CH3:21]. (6) Given the reactants [C:1]1([OH:8])[CH:6]=[CH:5][CH:4]=[C:3]([OH:7])[CH:2]=1.C(=O)([O-])[O-].[K+].[K+].[CH2:15](Br)[C:16]1[CH:21]=[CH:20][CH:19]=[CH:18][CH:17]=1, predict the reaction product. The product is: [CH2:15]([O:7][C:3]1[CH:2]=[C:1]([OH:8])[CH:6]=[CH:5][CH:4]=1)[C:16]1[CH:21]=[CH:20][CH:19]=[CH:18][CH:17]=1. (7) Given the reactants C[C:2]1[N:11]=[CH:10][CH:9]=[CH:8][C:3]=1[C:4]([O:6][CH3:7])=[O:5].[H][H].CO.[C:16](O)(=O)C, predict the reaction product. The product is: [CH3:16][CH:10]1[NH:11][CH2:2][CH:3]([C:4]([O:6][CH3:7])=[O:5])[CH2:8][CH2:9]1. (8) The product is: [Cl:1][C:2]1[C:3]([O:26][CH2:27][CH2:28][O:29][CH3:30])=[CH:4][C:5]2[CH2:14][CH:13]([CH2:15][CH:16]([CH3:17])[CH3:18])[N:12]3[C:7](=[CH:8][C:9](=[O:24])[C:10]([C:19]([O:21][CH2:22][CH3:23])=[O:20])=[CH:11]3)[C:6]=2[CH:25]=1. Given the reactants [Cl:1][C:2]1[C:3]([O:26][CH2:27][CH2:28][O:29][CH3:30])=[CH:4][C:5]2[CH2:14][CH:13]([CH2:15][CH:16]([CH3:18])[CH3:17])[N:12]3[CH:7]([CH2:8][C:9](=[O:24])[C:10]([C:19]([O:21][CH2:22][CH3:23])=[O:20])=[CH:11]3)[C:6]=2[CH:25]=1.C1(Cl)C(=O)C(Cl)=C(Cl)C(=O)C=1Cl, predict the reaction product.